Task: Regression. Given two drug SMILES strings and cell line genomic features, predict the synergy score measuring deviation from expected non-interaction effect.. Dataset: Merck oncology drug combination screen with 23,052 pairs across 39 cell lines (1) Drug 2: CNC(=O)c1cc(Oc2ccc(NC(=O)Nc3ccc(Cl)c(C(F)(F)F)c3)cc2)ccn1. Drug 1: Cn1c(=O)n(-c2ccc(C(C)(C)C#N)cc2)c2c3cc(-c4cnc5ccccc5c4)ccc3ncc21. Synergy scores: synergy=9.24. Cell line: UACC62. (2) Drug 1: CC(C)CC(NC(=O)C(Cc1ccccc1)NC(=O)c1cnccn1)B(O)O. Drug 2: CCc1c2c(nc3ccc(O)cc13)-c1cc3c(c(=O)n1C2)COC(=O)C3(O)CC. Cell line: SKMES1. Synergy scores: synergy=-11.0. (3) Drug 1: N#Cc1ccc(Cn2cncc2CN2CCN(c3cccc(Cl)c3)C(=O)C2)cc1. Drug 2: CS(=O)(=O)CCNCc1ccc(-c2ccc3ncnc(Nc4ccc(OCc5cccc(F)c5)c(Cl)c4)c3c2)o1. Cell line: HT29. Synergy scores: synergy=19.8. (4) Drug 1: COc1cc(C2c3cc4c(cc3C(OC3OC5COC(C)OC5C(O)C3O)C3COC(=O)C23)OCO4)cc(OC)c1O. Drug 2: Cc1nc(Nc2ncc(C(=O)Nc3c(C)cccc3Cl)s2)cc(N2CCN(CCO)CC2)n1. Cell line: NCIH1650. Synergy scores: synergy=50.3. (5) Drug 1: CN(Cc1cnc2nc(N)nc(N)c2n1)c1ccc(C(=O)NC(CCC(=O)O)C(=O)O)cc1. Drug 2: N#Cc1ccc(Cn2cncc2CN2CCN(c3cccc(Cl)c3)C(=O)C2)cc1. Cell line: NCIH1650. Synergy scores: synergy=-9.82. (6) Drug 1: CC(C)CC(NC(=O)C(Cc1ccccc1)NC(=O)c1cnccn1)B(O)O. Drug 2: CCc1cnn2c(NCc3ccc[n+]([O-])c3)cc(N3CCCCC3CCO)nc12. Cell line: OV90. Synergy scores: synergy=-28.7. (7) Drug 1: COc1cc(C2c3cc4c(cc3C(OC3OC5COC(C)OC5C(O)C3O)C3COC(=O)C23)OCO4)cc(OC)c1O. Drug 2: CS(=O)(=O)CCNCc1ccc(-c2ccc3ncnc(Nc4ccc(OCc5cccc(F)c5)c(Cl)c4)c3c2)o1. Cell line: T47D. Synergy scores: synergy=-7.08.